From a dataset of Reaction yield outcomes from USPTO patents with 853,638 reactions. Predict the reaction yield, written as a fraction of the theoretical maximum amount of product (1.0 means a 100% yield; for example, 0.34 means a 34% yield). (1) The reactants are O[CH:2]1O[C:5](=[O:7])[CH2:4][CH:3]1[CH2:8][CH2:9][CH3:10].CCN(C(C)C)C(C)C.Cl.[O:21]1[CH:25]=[C:24]([CH2:26][NH2:27])[CH:23]=[N:22]1. The catalyst is ClCCCl.CC(O)=O. The product is [O:21]1[CH:25]=[C:24]([CH2:26][N:27]2[CH2:2][CH:3]([CH2:8][CH2:9][CH3:10])[CH2:4][C:5]2=[O:7])[CH:23]=[N:22]1. The yield is 0.320. (2) The yield is 0.670. The catalyst is C1COCC1.O. The reactants are C[O:2][C:3](=[O:37])[C@@H:4]([NH:15][C:16]([C:18]1[C:19]([CH3:36])=[N:20][C:21]([NH:25][CH2:26][CH2:27][CH2:28][C:29]2[CH:34]=[CH:33][CH:32]=[C:31]([OH:35])[CH:30]=2)=[N:22][C:23]=1[CH3:24])=[O:17])[CH2:5][NH:6][C:7]([C:9]1[S:10][C:11]([CH3:14])=[CH:12][CH:13]=1)=[O:8].O.[OH-].[Li+].S([O-])(O)(=O)=O.[K+]. The product is [OH:35][C:31]1[CH:30]=[C:29]([CH2:28][CH2:27][CH2:26][NH:25][C:21]2[N:20]=[C:19]([CH3:36])[C:18]([C:16]([NH:15][C@@H:4]([CH2:5][NH:6][C:7]([C:9]3[S:10][C:11]([CH3:14])=[CH:12][CH:13]=3)=[O:8])[C:3]([OH:37])=[O:2])=[O:17])=[C:23]([CH3:24])[N:22]=2)[CH:34]=[CH:33][CH:32]=1. (3) The reactants are O[CH:2]=[C:3]1[C:11]2[C:6](=[CH:7][C:8]([C:12]([C:14]3[CH:15]=[C:16]([NH:20][C:21]([C:23]4[S:24][C:25]([C:28](=[O:30])[CH3:29])=[CH:26][CH:27]=4)=[O:22])[CH:17]=[CH:18][CH:19]=3)=[O:13])=[CH:9][CH:10]=2)[NH:5][C:4]1=[O:31].[CH3:32][N:33]1[CH2:38][CH2:37][N:36]([C:39]2[CH:44]=[CH:43][C:42]([NH2:45])=[CH:41][CH:40]=2)[CH2:35][CH2:34]1. The catalyst is C1COCC1. The product is [CH3:32][N:33]1[CH2:34][CH2:35][N:36]([C:39]2[CH:44]=[CH:43][C:42]([NH:45][CH:2]=[C:3]3[C:11]4[C:6](=[CH:7][C:8]([C:12]([C:14]5[CH:15]=[C:16]([NH:20][C:21]([C:23]6[S:24][C:25]([C:28](=[O:30])[CH3:29])=[CH:26][CH:27]=6)=[O:22])[CH:17]=[CH:18][CH:19]=5)=[O:13])=[CH:9][CH:10]=4)[NH:5][C:4]3=[O:31])=[CH:41][CH:40]=2)[CH2:37][CH2:38]1. The yield is 0.460. (4) The product is [CH2:1]([O:3][C:4](=[O:32])[CH2:5][CH:6]([N:10]1[C:18]2[C:13](=[CH:14][C:15]([CH2:19][CH2:20][CH2:21][C:22]3[CH:31]=[CH:30][C:29]4[CH2:28][CH2:27][CH2:26][NH:25][C:24]=4[N:23]=3)=[CH:16][CH:17]=2)[CH:12]=[CH:11]1)[CH2:7][CH2:8][CH3:9])[CH3:2]. The catalyst is [Pd].CO. The reactants are [CH2:1]([O:3][C:4](=[O:32])[CH2:5][CH:6]([N:10]1[C:18]2[C:13](=[CH:14][C:15]([CH2:19][CH2:20][CH2:21][C:22]3[CH:31]=[CH:30][C:29]4[C:24](=[N:25][CH:26]=[CH:27][CH:28]=4)[N:23]=3)=[CH:16][CH:17]=2)[CH:12]=[CH:11]1)[CH2:7][CH2:8][CH3:9])[CH3:2]. The yield is 0.800.